From a dataset of Forward reaction prediction with 1.9M reactions from USPTO patents (1976-2016). Predict the product of the given reaction. (1) The product is: [OH:3][CH2:4][C:5]1[C:10]([CH2:2][OH:1])=[CH:9][C:8]([O:11][CH2:12][CH2:13][NH:14][C:15](=[O:21])[O:16][C:17]([CH3:19])([CH3:20])[CH3:18])=[C:7]([O:22][CH2:23][CH2:24][NH:25][C:26](=[O:32])[O:27][C:28]([CH3:31])([CH3:30])[CH3:29])[CH:6]=1. Given the reactants [O:1]=[C:2]1[C:10]2[C:5](=[CH:6][C:7]([O:22][CH2:23][CH2:24][NH:25][C:26](=[O:32])[O:27][C:28]([CH3:31])([CH3:30])[CH3:29])=[C:8]([O:11][CH2:12][CH2:13][NH:14][C:15](=[O:21])[O:16][C:17]([CH3:20])([CH3:19])[CH3:18])[CH:9]=2)[CH2:4][O:3]1.[H-].[Al+3].[Li+].[H-].[H-].[H-], predict the reaction product. (2) Given the reactants Cl.BrC1SC2=NC(N)=CN2C=1.[C:12]([O:16][C:17](=[O:45])[NH:18][C@@H:19]([C:39]1[CH:44]=CC=C[CH:40]=1)[C:20]([N:22]1[CH2:26][CH2:25][CH2:24][C@@H:23]1[C:27](=[O:38])[NH:28][C:29]1[N:30]=[C:31]2[N:35]([CH:36]=1)[CH:34]=[C:33]([Br:37])[S:32]2)=[O:21])(C)(C)C, predict the reaction product. The product is: [CH3:12][O:16][C:17](=[O:45])[NH:18][C@H:19]([C:20]([N:22]1[CH2:26][CH2:25][CH2:24][C@H:23]1[C:27](=[O:38])[NH:28][C:29]1[N:30]=[C:31]2[N:35]([CH:36]=1)[CH:34]=[C:33]([Br:37])[S:32]2)=[O:21])[CH:39]([CH3:44])[CH3:40]. (3) Given the reactants CN(CC1N([C@H]2CC[C@H](NC(=O)OC(C)(C)C)CC2)C2C=CC=CC=2N=1)C1C2N=CC=CC=2CCC1.[CH3:37][N:38]([CH:58]1[C:67]2[N:66]=[CH:65][CH:64]=[CH:63][C:62]=2[CH2:61][CH2:60][CH2:59]1)[CH2:39][C:40]([NH:42][C:43]1[CH:48]=[CH:47][CH:46]=[CH:45][C:44]=1[NH:49][CH2:50][CH2:51][C:52]1[CH:53]=[N:54][CH:55]=[CH:56][CH:57]=1)=O, predict the reaction product. The product is: [CH3:37][N:38]([CH2:39][C:40]1[N:49]([CH2:50][CH2:51][C:52]2[CH:53]=[N:54][CH:55]=[CH:56][CH:57]=2)[C:44]2[CH:45]=[CH:46][CH:47]=[CH:48][C:43]=2[N:42]=1)[CH:58]1[C:67]2[N:66]=[CH:65][CH:64]=[CH:63][C:62]=2[CH2:61][CH2:60][CH2:59]1. (4) Given the reactants [NH2:1][C:2]1[N:7]=[CH:6][N:5]=[C:4]2[N:8]([C@H:26]3[CH2:31][CH2:30][C@@H:29]([N:32]4[CH2:37][CH2:36][N:35]([CH3:38])[CH2:34][CH2:33]4)[CH2:28][CH2:27]3)[N:9]=[C:10]([C:11]3[CH:25]=[CH:24][C:14]([O:15][C:16]4[CH:23]=[CH:22]C(C#N)=[CH:18][CH:17]=4)=[CH:13][CH:12]=3)[C:3]=12.[C:39]([OH:42])(=[O:41])[CH3:40], predict the reaction product. The product is: [NH2:1][C:2]1[N:7]=[CH:6][N:5]=[C:4]2[N:8]([C@H:26]3[CH2:27][CH2:28][C@@H:29]([N:32]4[CH2:37][CH2:36][N:35]([CH3:38])[CH2:34][CH2:33]4)[CH2:30][CH2:31]3)[N:9]=[C:10]([C:11]3[CH:12]=[CH:13][C:14]([O:15][C:16]4[CH:23]=[CH:22][C:40]([C:39]([OH:42])=[O:41])=[CH:18][CH:17]=4)=[CH:24][CH:25]=3)[C:3]=12. (5) Given the reactants ON1[C:6](=O)[CH2:5][CH2:4][C:3]1=[O:8].CC1C=C[C:13]([CH3:16])=CC=1.[O:17]=O.[C:19]([OH:22])(=[O:21])[CH3:20], predict the reaction product. The product is: [C:19]([OH:22])(=[O:21])[C:20]1[CH:16]=[CH:13][C:4]([C:3]([OH:8])=[O:17])=[CH:5][CH:6]=1. (6) Given the reactants S(Cl)(Cl)=O.[CH3:5][C:6]1([CH3:22])[CH2:11][C:10]([CH3:13])([CH3:12])[CH2:9][C:8]([CH2:16][C:17]([O:19]CC)=[O:18])([CH:14]=[CH2:15])[CH2:7]1, predict the reaction product. The product is: [CH3:5][C:6]1([CH3:22])[CH2:11][C:10]([CH3:12])([CH3:13])[CH2:9][C:8]([CH2:16][C:17]([OH:19])=[O:18])([CH:14]=[CH2:15])[CH2:7]1. (7) Given the reactants Cl[C:2]1[CH:7]=[C:6]([O:8][C:9]2[C:10]([C:16]3[CH:21]=[CH:20][CH:19]=[CH:18][N:17]=3)=[N:11][C:12]([CH3:15])=[CH:13][CH:14]=2)[CH:5]=[CH:4][N:3]=1.[CH3:22][O:23][C:24]1[CH:25]=[C:26]([CH:28]=[C:29]([O:33][CH3:34])[C:30]=1[O:31][CH3:32])[NH2:27].CC1(C)C2C(=C(P(C3C=CC=CC=3)C3C=CC=CC=3)C=CC=2)OC2C(P(C3C=CC=CC=3)C3C=CC=CC=3)=CC=CC1=2.C([O-])([O-])=O.[Cs+].[Cs+], predict the reaction product. The product is: [CH3:15][C:12]1[N:11]=[C:10]([C:16]2[CH:21]=[CH:20][CH:19]=[CH:18][N:17]=2)[C:9]([O:8][C:6]2[CH:5]=[CH:4][N:3]=[C:2]([NH:27][C:26]3[CH:28]=[C:29]([O:33][CH3:34])[C:30]([O:31][CH3:32])=[C:24]([O:23][CH3:22])[CH:25]=3)[CH:7]=2)=[CH:14][CH:13]=1. (8) Given the reactants [OH-:1].[Na+].[C@@H:3]1([N:11]2[C:21]3[N:20]=[C:18]([NH2:19])[NH:17][C:15](=[O:16])[C:14]=3[N:13]=[CH:12]2)[O:10][C@H:7]([CH2:8][OH:9])[C@@H:5]([OH:6])[CH2:4]1.Cl.[C:23](Cl)(=[O:27])[CH:24]([CH3:26])[CH3:25], predict the reaction product. The product is: [C:23]([NH:19][C:18]1[NH:17][C:15](=[O:16])[C:14]2[N:13]=[CH:12][N:11]([C:21]=2[N:20]=1)[C@@H:3]1[O:10][C@H:7]([CH:8]([C:23](=[O:1])[CH:24]([CH3:26])[CH3:25])[OH:9])[C@@:5]([C:23](=[O:27])[CH:24]([CH3:26])[CH3:25])([OH:6])[CH2:4]1)(=[O:27])[CH:24]([CH3:26])[CH3:25].